Dataset: Full USPTO retrosynthesis dataset with 1.9M reactions from patents (1976-2016). Task: Predict the reactants needed to synthesize the given product. (1) Given the product [C:9]1([S:15]([OH:18])(=[O:17])=[O:16])[CH:14]=[CH:13][CH:12]=[CH:11][CH:10]=1.[N:1]1[CH:6]=[CH:5][CH:4]=[N:3][C:2]=1[C:7]([NH2:19])=[NH:8], predict the reactants needed to synthesize it. The reactants are: [N:1]1[CH:6]=[CH:5][CH:4]=[N:3][C:2]=1[C:7]#[N:8].[C:9]1([S:15]([O-:18])(=[O:17])=[O:16])[CH:14]=[CH:13][CH:12]=[CH:11][CH:10]=1.[NH4+:19]. (2) Given the product [F:60][C:58]1[CH:59]=[C:54]([CH2:75][C:74]([C:67]2[CH:68]=[C:69]([O:72][CH3:73])[CH:70]=[CH:71][C:66]=2[O:65][CH3:64])=[O:76])[CH:55]=[C:56]([O:62][CH3:63])[C:57]=1[F:61], predict the reactants needed to synthesize it. The reactants are: C1C=CC(P(C2C(C3C(P(C4C=CC=CC=4)C4C=CC=CC=4)=CC=C4C=3C=CC=C4)=C3C(C=CC=C3)=CC=2)C2C=CC=CC=2)=CC=1.CC([O-])(C)C.[Na+].Br[C:54]1[CH:55]=[C:56]([O:62][CH3:63])[C:57]([F:61])=[C:58]([F:60])[CH:59]=1.[CH3:64][O:65][C:66]1[CH:71]=[CH:70][C:69]([O:72][CH3:73])=[CH:68][C:67]=1[C:74](=[O:76])[CH3:75]. (3) Given the product [CH2:13]([O:12][CH2:11][CH2:10][CH:8]1[CH2:9][C:6]([C:4]([OH:5])=[O:3])=[CH:7]1)[C:14]1[CH:19]=[CH:18][CH:17]=[CH:16][CH:15]=1, predict the reactants needed to synthesize it. The reactants are: C([O:3][C:4]([CH:6]1[CH2:9][CH:8]([CH2:10][CH2:11][O:12][CH2:13][C:14]2[CH:19]=[CH:18][CH:17]=[CH:16][CH:15]=2)[CH:7]1N1CCCCC1)=[O:5])C.O.[OH-].[K+]. (4) Given the product [C:10]([C:5]1[CH:4]=[C:3]([C:1]#[N:2])[CH:8]=[CH:7][N:6]=1)([CH3:14])([CH3:11])[CH3:9], predict the reactants needed to synthesize it. The reactants are: [C:1]([C:3]1[CH:8]=[CH:7][N:6]=[CH:5][CH:4]=1)#[N:2].[CH3:9][C:10](C)([CH3:14])[C:11](O)=O.FC(F)(F)C(O)=O.[OH-].[Na+]. (5) Given the product [OH2:15].[N:1]1[CH:2]=[C:3]([C:10]2[C:14](=[O:15])[NH:13][C:12](=[O:16])[C:11]=2[C:17]2[C:23]3[CH:24]=[C:25]([F:41])[CH:26]=[C:27]4[CH2:28][CH:29]([C:30]([N:32]5[CH2:33][CH2:34][CH2:35][CH2:36][CH2:37]5)=[O:31])[N:21]([C:22]=34)[CH2:20][CH2:19][N:18]=2)[N:4]2[CH:9]=[CH:8][CH:7]=[CH:6][C:5]=12, predict the reactants needed to synthesize it. The reactants are: [N:1]1[CH:2]=[C:3]([C:10]2[C:14](=[O:15])[NH:13][C:12](=[O:16])[C:11]=2[C:17]2[C:23]3[CH:24]=[C:25]([F:41])[CH:26]=[C:27]4[CH:28](CC[O-])[CH:29]([C:30]([N:32]5[CH2:37][CH2:36][CH2:35][CH2:34][CH2:33]5)=[O:31])[N:21]([C:22]=34)[CH2:20][CH2:19][N:18]=2)[N:4]2[CH:9]=[CH:8][CH:7]=[CH:6][C:5]=12.Cl.[OH-].[Na+].